From a dataset of Full USPTO retrosynthesis dataset with 1.9M reactions from patents (1976-2016). Predict the reactants needed to synthesize the given product. The reactants are: [C:1]([C:5]1[CH:13]=[CH:12][C:8]([C:9]([OH:11])=O)=[CH:7][N:6]=1)([CH3:4])([CH3:3])[CH3:2].[CH2:14]1[C:22]2[N:21]3[CH:23]=[C:24]([NH2:26])[N:25]=[C:20]3[CH:19]=[CH:18][C:17]=2[O:16][CH2:15]1. Given the product [C:1]([C:5]1[CH:13]=[CH:12][C:8]([C:9]([NH:26][C:24]2[N:25]=[C:20]3[CH:19]=[CH:18][C:17]4[O:16][CH2:15][CH2:14][C:22]=4[N:21]3[CH:23]=2)=[O:11])=[CH:7][N:6]=1)([CH3:2])([CH3:3])[CH3:4], predict the reactants needed to synthesize it.